Predict the reaction yield, written as a fraction of the theoretical maximum amount of product (1.0 means a 100% yield; for example, 0.34 means a 34% yield). From a dataset of Reaction yield outcomes from USPTO patents with 853,638 reactions. (1) The reactants are [C:1]([C:3]1[CH:8]=[CH:7][C:6]([C:9]2[C:14]([S:15][C:16]([CH3:23])([CH3:22])[C:17]([O:19]CC)=[O:18])=[CH:13][CH:12]=[CH:11][N:10]=2)=[CH:5][CH:4]=1)#[N:2].[OH-].[Na+]. The catalyst is CO. The product is [C:1]([C:3]1[CH:8]=[CH:7][C:6]([C:9]2[C:14]([S:15][C:16]([CH3:23])([CH3:22])[C:17]([OH:19])=[O:18])=[CH:13][CH:12]=[CH:11][N:10]=2)=[CH:5][CH:4]=1)#[N:2]. The yield is 0.960. (2) The reactants are Br[C:2]1[C:7](=[O:8])[N:6]([CH2:9][C:10]2[CH:15]=[CH:14][C:13]([C:16]3[C:17]([C:22]#[N:23])=[CH:18][CH:19]=[CH:20][CH:21]=3)=[CH:12][CH:11]=2)[C:5]([CH2:24][CH2:25][CH3:26])=[N:4][C:3]=1[CH2:27][CH3:28].[CH:29]([O:32][C:33]1[CH:38]=[CH:37][C:36](B(O)O)=[CH:35][CH:34]=1)([CH3:31])[CH3:30]. The catalyst is C(=O)([O-])[O-].[Cs+].[Cs+].O1CCOCC1.C(OCC)(=O)C.C1C=CC(P(C2C=CC=CC=2)[C-]2C=CC=C2)=CC=1.C1C=CC(P(C2C=CC=CC=2)[C-]2C=CC=C2)=CC=1.Cl[Pd]Cl.[Fe+2]. The product is [CH2:27]([C:3]1[N:4]=[C:5]([CH2:24][CH2:25][CH3:26])[N:6]([CH2:9][C:10]2[CH:11]=[CH:12][C:13]([C:16]3[C:17]([C:22]#[N:23])=[CH:18][CH:19]=[CH:20][CH:21]=3)=[CH:14][CH:15]=2)[C:7](=[O:8])[C:2]=1[C:36]1[CH:37]=[CH:38][C:33]([O:32][CH:29]([CH3:31])[CH3:30])=[CH:34][CH:35]=1)[CH3:28]. The yield is 0.890. (3) The reactants are [NH2:1]OC.Cl.[CH2:5]([S:9][C:10]1[CH:11]=[C:12]([N+:16]([O-:18])=[O:17])[CH:13]=[CH:14][CH:15]=1)[CH2:6][CH2:7][CH3:8].CC([O-])(C)C.[K+]. The catalyst is CN(C=O)C.Cl[Cu]. The product is [CH2:5]([S:9][C:10]1[C:11]([NH2:1])=[C:12]([N+:16]([O-:18])=[O:17])[CH:13]=[CH:14][CH:15]=1)[CH2:6][CH2:7][CH3:8]. The yield is 0.400. (4) The reactants are [OH2:1].[C:2]([CH2:4][C:5]([O:7][CH2:8][CH3:9])=[O:6])#[N:3].Cl.[NH2:11]O.C(=O)([O-])[O-].[Na+].[Na+]. The catalyst is C(O)C. The product is [NH2:3][C:2](=[N:11][OH:1])[CH2:4][C:5]([O:7][CH2:8][CH3:9])=[O:6]. The yield is 0.660. (5) The reactants are [OH:1][C:2]1([C:15]#[C:16][C:17]2[C:26]3[C:21](=[CH:22][CH:23]=[C:24]([O:27][CH3:28])[N:25]=3)[N:20]=[CH:19][CH:18]=2)[CH2:7][CH2:6][N:5]([C:8]([O:10][C:11]([CH3:14])([CH3:13])[CH3:12])=[O:9])[CH2:4][CH2:3]1. The catalyst is CCO.[Pd]. The product is [OH:1][C:2]1([CH2:15][CH2:16][C:17]2[C:26]3[C:21](=[CH:22][CH:23]=[C:24]([O:27][CH3:28])[N:25]=3)[N:20]=[CH:19][CH:18]=2)[CH2:3][CH2:4][N:5]([C:8]([O:10][C:11]([CH3:12])([CH3:13])[CH3:14])=[O:9])[CH2:6][CH2:7]1. The yield is 0.570.